This data is from Forward reaction prediction with 1.9M reactions from USPTO patents (1976-2016). The task is: Predict the product of the given reaction. (1) The product is: [I:13][C:9]1[CH:10]=[CH:11][CH:12]=[C:5]2[C:6]=1[C:7]([NH2:8])=[N:2][NH:3]2. Given the reactants O.[NH2:2][NH2:3].F[C:5]1[CH:12]=[CH:11][CH:10]=[C:9]([I:13])[C:6]=1[C:7]#[N:8].O, predict the reaction product. (2) Given the reactants [Cl:1][C:2]1[N:3]=[C:4]([C:7]2([CH2:10][NH2:11])[CH2:9][CH2:8]2)[S:5][CH:6]=1.CCN(CC)CC.C1C=CC2N(O)N=NC=2C=1.O.CCN=C=NCCCN(C)C.Cl.[F:42][C:43]([F:54])([F:53])[C:44]1[C:49]([C:50](O)=[O:51])=[CH:48][CH:47]=[CH:46][N:45]=1, predict the reaction product. The product is: [Cl:1][C:2]1[N:3]=[C:4]([C:7]2([CH2:10][NH:11][C:50]([C:49]3[C:44]([C:43]([F:54])([F:42])[F:53])=[N:45][CH:46]=[CH:47][CH:48]=3)=[O:51])[CH2:8][CH2:9]2)[S:5][CH:6]=1. (3) Given the reactants C(OC(=O)[NH:7][C@@H:8]([C:19]1[NH:20][CH:21]=[C:22]([C:24]2[CH:29]=[CH:28][N:27]=[CH:26][CH:25]=2)[N:23]=1)[CH2:9][C:10]1[C:18]2[C:13](=[CH:14][CH:15]=[CH:16][CH:17]=2)[NH:12][CH:11]=1)(C)(C)C.[ClH:31].[ClH:31].[NH:12]1[C:13]2[C:18](=[CH:17][CH:16]=[CH:15][CH:14]=2)[C:10]([CH2:9][C@@H:8]([NH2:7])[C:19]2[NH:20][CH:21]=[C:22]([C:24]3[CH:29]=[CH:28][N:27]=[CH:26][CH:25]=3)[N:23]=2)=[CH:11]1, predict the reaction product. The product is: [ClH:31].[ClH:31].[NH:12]1[C:13]2[C:18](=[CH:17][CH:16]=[CH:15][CH:14]=2)[C:10]([CH2:9][C@@H:8]([NH2:7])[C:19]2[NH:20][CH:21]=[C:22]([C:24]3[CH:29]=[CH:28][N:27]=[CH:26][CH:25]=3)[N:23]=2)=[CH:11]1. (4) Given the reactants Br.[CH3:2][N:3]([CH:5]([C:22]1[CH:27]=[CH:26][CH:25]=[CH:24][CH:23]=1)[CH:6]1[CH2:11][CH2:10][N:9](C(OCC2C=CC=CC=2)=O)[CH2:8][CH2:7]1)[CH3:4], predict the reaction product. The product is: [CH3:2][N:3]([CH3:4])[CH:5]([C:22]1[CH:27]=[CH:26][CH:25]=[CH:24][CH:23]=1)[CH:6]1[CH2:7][CH2:8][NH:9][CH2:10][CH2:11]1. (5) Given the reactants [CH2:1]([O:3][C:4]([C:6]1([C:9]2[CH:14]=[CH:13][C:12]([C:15]3[CH:20]=[CH:19][C:18]([C:21]4[S:22][C:23]([F:29])=[CH:24][C:25]=4C(O)=O)=[CH:17][CH:16]=3)=[CH:11][CH:10]=2)[CH2:8][CH2:7]1)=[O:5])[CH3:2].C([N:32]([CH2:35]C)CC)C.C1(P(N=[N+]=[N-])(C2C=CC=CC=2)=[O:44])C=CC=CC=1.[Cl:54][C:55]1[CH:60]=[CH:59][CH:58]=[CH:57][C:56]=1[C@H:61]([OH:63])[CH3:62], predict the reaction product. The product is: [CH2:1]([O:3][C:4]([C:6]1([C:9]2[CH:10]=[CH:11][C:12]([C:15]3[CH:20]=[CH:19][C:18]([C:21]4[S:22][C:23]([F:29])=[CH:24][C:25]=4[NH:32][C:35]([O:63][C@@H:61]([C:56]4[CH:57]=[CH:58][CH:59]=[CH:60][C:55]=4[Cl:54])[CH3:62])=[O:44])=[CH:17][CH:16]=3)=[CH:13][CH:14]=2)[CH2:7][CH2:8]1)=[O:5])[CH3:2]. (6) Given the reactants [CH:1]1([C:8]2([C:13]3[CH:18]=[C:17]([O:19]C)[CH:16]=[C:15]([O:21]C)[CH:14]=3)[S:12][CH2:11][CH2:10][S:9]2)[CH2:7][CH2:6][CH2:5][CH2:4][CH2:3][CH2:2]1.C(C1(C2C=C(O)C=C(O)C=2)SCCS1)CCC, predict the reaction product. The product is: [CH:1]1([C:8]2([C:13]3[CH:14]=[C:15]([OH:21])[CH:16]=[C:17]([OH:19])[CH:18]=3)[S:9][CH2:10][CH2:11][S:12]2)[CH2:2][CH2:3][CH2:4][CH2:5][CH2:6][CH2:7]1. (7) Given the reactants [C:1]([C:6]1[CH:22]=[C:21]([C:23]([CH2:26][CH3:27])([CH3:25])[CH3:24])[CH:20]=[CH:19][C:7]=1[O:8][C:9]1[CH:18]=[CH:17][CH:16]=[CH:15][C:10]=1[C:11]([O:13]C)=[O:12])([CH2:4][CH3:5])([CH3:3])[CH3:2].[OH-].[K+].C(O)C, predict the reaction product. The product is: [C:1]([C:6]1[CH:22]=[C:21]([C:23]([CH2:26][CH3:27])([CH3:25])[CH3:24])[CH:20]=[CH:19][C:7]=1[O:8][C:9]1[CH:18]=[CH:17][CH:16]=[CH:15][C:10]=1[C:11]([OH:13])=[O:12])([CH2:4][CH3:5])([CH3:3])[CH3:2]. (8) Given the reactants [Cl:1][C:2]1[CH:7]=[CH:6][C:5]([C:8](=O)[CH2:9][C:10]#[N:11])=[CH:4][CH:3]=1.[C:13]([O-])([O-])=O.[K+].[K+].[C:19](=[S:21])=[S:20].Cl[CH2:23][C:24](=[O:26])[CH3:25].CI, predict the reaction product. The product is: [C:24]([C:25]1[S:20][C:19]([S:21][CH3:13])=[C:9]([C:10]#[N:11])[C:8]=1[C:5]1[CH:6]=[CH:7][C:2]([Cl:1])=[CH:3][CH:4]=1)(=[O:26])[CH3:23]. (9) Given the reactants Br[C:2]1[CH:3]=[C:4]2[C:9](=[CH:10][CH:11]=1)[C:8]([CH:12]=[O:13])=[C:7]([OH:14])[CH:6]=[CH:5]2.[C:15](=[O:18])([O-])[O-].[Na+].[Na+].O.CN([CH:25]=[O:26])C, predict the reaction product. The product is: [CH:12]([C:8]1[C:7]([OH:14])=[CH:6][CH:5]=[C:4]2[C:9]=1[CH:10]=[CH:11][C:2]([C:2]1[CH:11]=[C:10]([CH:9]=[CH:4][CH:3]=1)[C:15]([O:26][CH3:25])=[O:18])=[CH:3]2)=[O:13]. (10) The product is: [C:35]([O:39][C:16](=[O:25])[NH:13][CH:3]1[CH2:4][C:5](=[O:6])[C:2]1([CH3:1])[CH3:10])([CH3:38])([CH3:37])[CH3:36]. Given the reactants [CH3:1][C:2]1([CH3:10])[C:5](=[O:6])[CH2:4][CH:3]1C(O)=O.C([N:13]([CH2:16]C)CC)C.C1(P(N=[N+]=[N-])(C2C=CC=CC=2)=[O:25])C=CC=CC=1.[C:35]([OH:39])([CH3:38])([CH3:37])[CH3:36].C(=O)(O)[O-].[Na+], predict the reaction product.